Predict which catalyst facilitates the given reaction. From a dataset of Catalyst prediction with 721,799 reactions and 888 catalyst types from USPTO. (1) Product: [CH2:1]([C:3]1[C:14]([CH:15]([CH3:18])[CH2:16][NH:17][C:26](=[O:28])[CH3:27])=[C:6]2[C:7]3[CH2:13][CH2:12][O:11][C:8]=3[CH:9]=[CH:10][N:5]2[N:4]=1)[CH3:2]. The catalyst class is: 7. Reactant: [CH2:1]([C:3]1[C:14]([CH:15]([CH3:18])[CH2:16][NH2:17])=[C:6]2[C:7]3[CH2:13][CH2:12][O:11][C:8]=3[CH:9]=[CH:10][N:5]2[N:4]=1)[CH3:2].C(N(CC)CC)C.[C:26](Cl)(=[O:28])[CH3:27].C(=O)([O-])O.[Na+]. (2) Reactant: Cl[C:2]1[C:11]([CH3:12])=[C:10]([Cl:13])[C:9]2[C:4](=[CH:5][C:6]([F:15])=[CH:7][C:8]=2[F:14])[N:3]=1.[NH:16]1[CH2:21][CH2:20][CH2:19][CH2:18][CH2:17]1. The catalyst class is: 32. Product: [Cl:13][C:10]1[C:9]2[C:4](=[CH:5][C:6]([F:15])=[CH:7][C:8]=2[F:14])[N:3]=[C:2]([N:16]2[CH2:21][CH2:20][CH2:19][CH2:18][CH2:17]2)[C:11]=1[CH3:12].